This data is from Forward reaction prediction with 1.9M reactions from USPTO patents (1976-2016). The task is: Predict the product of the given reaction. (1) Given the reactants [NH:1]1[C:9]2[C:4](=[CH:5][CH:6]=[CH:7][CH:8]=2)[C:3]([CH:10]=[O:11])=[CH:2]1.Cl[CH2:13][C:14]1[CH:19]=[CH:18][C:17]([O:20][CH3:21])=[CH:16][CH:15]=1.[H-].[Na+], predict the reaction product. The product is: [CH3:21][O:20][C:17]1[CH:18]=[CH:19][C:14]([CH2:13][N:1]2[C:9]3[C:4](=[CH:5][CH:6]=[CH:7][CH:8]=3)[C:3]([CH:10]=[O:11])=[CH:2]2)=[CH:15][CH:16]=1. (2) Given the reactants C([O:3][C:4](=[O:25])[C:5]1[CH:10]=[CH:9][C:8]([S:11][C:12]2[CH:17]=[CH:16][CH:15]=[CH:14][C:13]=2[C:18]([O:20]C)=[O:19])=[C:7]([N+:22]([O-:24])=[O:23])[CH:6]=1)C.[Li+].[OH-], predict the reaction product. The product is: [C:18]([C:13]1[CH:14]=[CH:15][CH:16]=[CH:17][C:12]=1[S:11][C:8]1[CH:9]=[CH:10][C:5]([C:4]([OH:25])=[O:3])=[CH:6][C:7]=1[N+:22]([O-:24])=[O:23])([OH:20])=[O:19]. (3) Given the reactants [Br:1][C:2]1[CH:8]=[CH:7][C:5]([NH2:6])=[C:4]([CH2:9][CH3:10])[CH:3]=1.C(N(CC)CC)C.[C:18](Cl)(=[O:20])[CH3:19].O, predict the reaction product. The product is: [Br:1][C:2]1[CH:8]=[CH:7][C:5]([NH:6][C:18](=[O:20])[CH3:19])=[C:4]([CH2:9][CH3:10])[CH:3]=1. (4) Given the reactants Br[C:2]1[C:6]2=[N:7][C:8]([C:11]([NH:13][C:14]3[CH:15]=[N:16][CH:17]=[CH:18][C:19]=3[N:20]3[CH2:25][CH2:24][CH2:23][C@H:22]([NH:26][C:27](=[O:33])[O:28][C:29]([CH3:32])([CH3:31])[CH3:30])[CH2:21]3)=[O:12])=[CH:9][CH:10]=[C:5]2[S:4][CH:3]=1.[CH:34]1([B-](F)(F)F)[CH2:36][CH2:35]1.[K+].C([O-])([O-])=O.[Cs+].[Cs+].C12(P(C34CC5CC(CC(C5)C3)C4)CCCC)CC3CC(CC(C3)C1)C2, predict the reaction product. The product is: [CH:34]1([C:2]2[C:6]3=[N:7][C:8]([C:11]([NH:13][C:14]4[CH:15]=[N:16][CH:17]=[CH:18][C:19]=4[N:20]4[CH2:25][CH2:24][CH2:23][C@H:22]([NH:26][C:27](=[O:33])[O:28][C:29]([CH3:32])([CH3:31])[CH3:30])[CH2:21]4)=[O:12])=[CH:9][CH:10]=[C:5]3[S:4][CH:3]=2)[CH2:36][CH2:35]1. (5) Given the reactants [F:1][C:2]1[CH:3]=[C:4](I)[C:5]([NH2:8])=[N:6][CH:7]=1.C[Si]([C:14]#[CH:15])(C)C.C(N(CC)C(C)C)(C)C, predict the reaction product. The product is: [C:14]([C:4]1[C:5]([NH2:8])=[N:6][CH:7]=[C:2]([F:1])[CH:3]=1)#[CH:15].